From a dataset of Acute oral toxicity (LD50) regression data from Zhu et al.. Regression/Classification. Given a drug SMILES string, predict its toxicity properties. Task type varies by dataset: regression for continuous values (e.g., LD50, hERG inhibition percentage) or binary classification for toxic/non-toxic outcomes (e.g., AMES mutagenicity, cardiotoxicity, hepatotoxicity). Dataset: ld50_zhu. The drug is Cc1ccc2c(c1)CC(=O)c1cc(C(C)C(=O)O)ccc1S2. The rat oral LD50 is 3.50, given as -log10 of the dose in mol/kg body weight (higher means more acutely toxic).